This data is from Forward reaction prediction with 1.9M reactions from USPTO patents (1976-2016). The task is: Predict the product of the given reaction. (1) Given the reactants Br[C:2]1[CH:3]=[C:4]2[C:9](=[CH:10][CH:11]=1)[C:8]([Cl:12])=[N:7][C:6]([Cl:13])=[CH:5]2.CCN(C(C)C)C(C)C.[CH2:23]([SH:30])[C:24]1[CH:29]=[CH:28][CH:27]=[CH:26][CH:25]=1, predict the reaction product. The product is: [CH2:23]([S:30][C:2]1[CH:3]=[C:4]2[C:9](=[CH:10][CH:11]=1)[C:8]([Cl:12])=[N:7][C:6]([Cl:13])=[CH:5]2)[C:24]1[CH:29]=[CH:28][CH:27]=[CH:26][CH:25]=1. (2) The product is: [CH3:33][S:30]([C:27]1[CH:28]=[CH:29][C:24]([N:21]2[C:17]3=[N:18][CH:19]=[N:20][C:15]([NH:14][CH:11]4[CH2:12][CH2:13][CH:8]([NH2:7])[CH2:9][CH2:10]4)=[C:16]3[CH:23]=[N:22]2)=[CH:25][CH:26]=1)(=[O:32])=[O:31]. Given the reactants C(OC(=O)[NH:7][CH:8]1[CH2:13][CH2:12][CH:11]([NH:14][C:15]2[N:20]=[CH:19][N:18]=[C:17]3[N:21]([C:24]4[CH:29]=[CH:28][C:27]([S:30]([CH3:33])(=[O:32])=[O:31])=[CH:26][CH:25]=4)[N:22]=[CH:23][C:16]=23)[CH2:10][CH2:9]1)(C)(C)C, predict the reaction product.